Dataset: Peptide-MHC class II binding affinity with 134,281 pairs from IEDB. Task: Regression. Given a peptide amino acid sequence and an MHC pseudo amino acid sequence, predict their binding affinity value. This is MHC class II binding data. The peptide sequence is KGELIDQLGVRDKEAGVALR. The MHC is DRB1_0401 with pseudo-sequence DRB1_0401. The binding affinity (normalized) is 0.391.